Dataset: Reaction yield outcomes from USPTO patents with 853,638 reactions. Task: Predict the reaction yield, written as a fraction of the theoretical maximum amount of product (1.0 means a 100% yield; for example, 0.34 means a 34% yield). (1) The catalyst is CN(C)C=O.C(N(CC)CC)C. The yield is 0.650. The reactants are [CH:1]1(/[C:6](=[N:18]\[C:19]2[CH:27]=[CH:26][C:22]([C:23](O)=[O:24])=[CH:21][CH:20]=2)/[C:7]2[O:8][C:9]3[CH:16]=[CH:15][C:14]([F:17])=[CH:13][C:10]=3[C:11]=2[CH3:12])[CH2:5][CH2:4][CH2:3][CH2:2]1.Cl.[CH2:29]([O:31][C:32](=[O:36])[CH2:33][CH2:34][NH2:35])[CH3:30].O.ON1C2C=CC=CC=2N=N1.Cl.C(N=C=NCCCN(C)C)C.[Cl-].[NH4+]. The product is [CH:1]1([CH:6]([NH:18][C:19]2[CH:20]=[CH:21][C:22]([C:23]([NH:35][CH2:34][CH2:33][C:32]([O:31][CH2:29][CH3:30])=[O:36])=[O:24])=[CH:26][CH:27]=2)[C:7]2[O:8][C:9]3[CH:16]=[CH:15][C:14]([F:17])=[CH:13][C:10]=3[C:11]=2[CH3:12])[CH2:2][CH2:3][CH2:4][CH2:5]1. (2) The reactants are Cl.[NH2:2][CH2:3][C:4]([C:6]1[CH:11]=[C:10]([O:12][CH3:13])[CH:9]=[C:8]([O:14][CH3:15])[CH:7]=1)=[O:5].[CH:16]1([C:22]([CH3:27])([CH3:26])[C:23](Cl)=[O:24])[CH2:21][CH2:20][CH2:19][CH2:18][CH2:17]1.C(N(CC)CC)C.O. The catalyst is C(Cl)Cl. The product is [CH:16]1([C:22]([CH3:27])([CH3:26])[C:23]([NH:2][CH2:3][C:4]([C:6]2[CH:7]=[C:8]([O:14][CH3:15])[CH:9]=[C:10]([O:12][CH3:13])[CH:11]=2)=[O:5])=[O:24])[CH2:21][CH2:20][CH2:19][CH2:18][CH2:17]1. The yield is 0.430. (3) The reactants are [CH2:1]([N:8]1[C:12]2=[N:13][C:14]([C:26]([O:28]CC)=[O:27])=[C:15]([O:18][CH2:19][C:20]3[CH:25]=[CH:24][CH:23]=[CH:22][CH:21]=3)[C:16](=[O:17])[N:11]2[CH2:10][CH2:9]1)[C:2]1[CH:7]=[CH:6][CH:5]=[CH:4][CH:3]=1. The catalyst is C(OCC)(=O)C. The product is [CH2:1]([N:8]1[C:12]2=[N:13][C:14]([C:26]([OH:28])=[O:27])=[C:15]([O:18][CH2:19][C:20]3[CH:21]=[CH:22][CH:23]=[CH:24][CH:25]=3)[C:16](=[O:17])[N:11]2[CH2:10][CH2:9]1)[C:2]1[CH:7]=[CH:6][CH:5]=[CH:4][CH:3]=1. The yield is 1.00. (4) The reactants are [N:1]1([CH2:6][CH2:7][CH2:8][NH:9][C:10]([C:12]2[CH:21]=[CH:20][C:19]3[C:14](=[C:15](Br)[CH:16]=[N:17][CH:18]=3)[N:13]=2)=[O:11])[CH:5]=[CH:4][N:3]=[CH:2]1.[CH3:23][O:24][C:25]1[CH:26]=[C:27](B(O)O)[CH:28]=[CH:29][CH:30]=1.C(=O)([O-])[O-].[Cs+].[Cs+]. The catalyst is O1CCOCC1.O.C1(P([C-]2C=CC=C2)C2C=CC=CC=2)C=CC=CC=1.[C-]1(P(C2C=CC=CC=2)C2C=CC=CC=2)C=CC=C1.[Fe+2].[Pd](Cl)Cl. The product is [N:1]1([CH2:6][CH2:7][CH2:8][NH:9][C:10]([C:12]2[CH:21]=[CH:20][C:19]3[C:14](=[C:15]([C:29]4[CH:28]=[CH:27][CH:26]=[C:25]([O:24][CH3:23])[CH:30]=4)[CH:16]=[N:17][CH:18]=3)[N:13]=2)=[O:11])[CH:5]=[CH:4][N:3]=[CH:2]1. The yield is 0.520. (5) The reactants are [CH3:1][C:2]1[O:6][N:5]=[C:4]([C:7]2[CH:12]=[CH:11][N:10]=[CH:9][CH:8]=2)[C:3]=1[CH2:13][O:14][C:15]1[CH:23]=[CH:22][C:18]([C:19]([OH:21])=O)=[CH:17][N:16]=1.[NH:24]1[CH2:29][CH2:28][S:27](=[O:31])(=[O:30])[CH2:26][CH2:25]1. No catalyst specified. The product is [O:30]=[S:27]1(=[O:31])[CH2:28][CH2:29][N:24]([C:19]([C:18]2[CH:17]=[N:16][C:15]([O:14][CH2:13][C:3]3[C:4]([C:7]4[CH:8]=[CH:9][N:10]=[CH:11][CH:12]=4)=[N:5][O:6][C:2]=3[CH3:1])=[CH:23][CH:22]=2)=[O:21])[CH2:25][CH2:26]1. The yield is 0.580. (6) The reactants are [Br:1][C:2]1[CH:3]=[C:4]([SH:9])[CH:5]=[CH:6][C:7]=1[F:8].[OH-].[Na+].I[CH2:13][CH3:14]. The catalyst is CO. The product is [Br:1][C:2]1[CH:3]=[C:4]([S:9][CH2:13][CH3:14])[CH:5]=[CH:6][C:7]=1[F:8]. The yield is 0.980. (7) The reactants are [C:1]1([C:7]2[S:11][C:10]([CH3:12])=[N:9][C:8]=2[C:13]([OH:15])=O)[CH:6]=[CH:5][CH:4]=[CH:3][CH:2]=1.CCN(C(C)C)C(C)C.CN(C(ON1N=NC2C=CC=CC1=2)=[N+](C)C)C.[B-](F)(F)(F)F.[NH:47]1[CH2:52][CH2:51][CH2:50][CH2:49][C@H:48]1[CH2:53][C:54]1[N:55]=[C:56]2[CH:61]=[C:60]([C:62]([F:65])([F:64])[F:63])[CH:59]=[CH:58][N:57]2[CH:66]=1. The catalyst is CN(C=O)C.O. The product is [CH3:12][C:10]1[S:11][C:7]([C:1]2[CH:2]=[CH:3][CH:4]=[CH:5][CH:6]=2)=[C:8]([C:13]([N:47]2[CH2:52][CH2:51][CH2:50][CH2:49][C@H:48]2[CH2:53][C:54]2[N:55]=[C:56]3[CH:61]=[C:60]([C:62]([F:63])([F:64])[F:65])[CH:59]=[CH:58][N:57]3[CH:66]=2)=[O:15])[N:9]=1. The yield is 0.660. (8) The reactants are [Br:1][C:2]1[CH:3]=[C:4]([N:13]([CH:17]([CH2:19][CH3:20])[CH3:18])[C:14](=[O:16])[CH3:15])[C:5]([CH3:12])=[C:6]([CH:11]=1)[C:7]([O:9]C)=[O:8].[OH-].[Na+].Cl. The catalyst is CO. The product is [Br:1][C:2]1[CH:3]=[C:4]([N:13]([CH:17]([CH2:19][CH3:20])[CH3:18])[C:14](=[O:16])[CH3:15])[C:5]([CH3:12])=[C:6]([CH:11]=1)[C:7]([OH:9])=[O:8]. The yield is 0.950. (9) The reactants are Cl.[Br:2][C:3]1[CH:4]=[C:5]([C:9](=[NH:11])[NH2:10])[CH:6]=[CH:7][CH:8]=1.[CH3:12][C:13]1([CH3:27])[CH2:18][CH:17]([C:19](=O)[C:20]([O:22][CH2:23][CH3:24])=[O:21])[C:16](=O)[CH2:15][CH2:14]1.[O-]CC.[Na+]. The catalyst is C(O)C. The product is [Br:2][C:3]1[CH:4]=[C:5]([C:9]2[N:10]=[C:19]([C:20]([O:22][CH2:23][CH3:24])=[O:21])[C:17]3[CH2:18][C:13]([CH3:12])([CH3:27])[CH2:14][CH2:15][C:16]=3[N:11]=2)[CH:6]=[CH:7][CH:8]=1. The yield is 0.0400.